This data is from Acute oral toxicity (LD50) regression data from Zhu et al.. The task is: Regression/Classification. Given a drug SMILES string, predict its toxicity properties. Task type varies by dataset: regression for continuous values (e.g., LD50, hERG inhibition percentage) or binary classification for toxic/non-toxic outcomes (e.g., AMES mutagenicity, cardiotoxicity, hepatotoxicity). Dataset: ld50_zhu. (1) The compound is O=[N+]([O-])c1cc(Cl)ccc1Cl. The rat oral LD50 is 2.28, given as -log10 of the dose in mol/kg body weight (higher means more acutely toxic). (2) The drug is COC(=O)C(C)C. The rat oral LD50 is 0.805, given as -log10 of the dose in mol/kg body weight (higher means more acutely toxic).